This data is from Full USPTO retrosynthesis dataset with 1.9M reactions from patents (1976-2016). The task is: Predict the reactants needed to synthesize the given product. (1) The reactants are: [Cl:1][CH2:2][CH2:3][N:4]1[C:12]2[C:7](=[CH:8][C:9]([O:13][CH3:14])=[CH:10][CH:11]=2)[CH:6]=[C:5]1[C:15](OCC)=[O:16].CC(C[AlH]CC(C)C)C. Given the product [Cl:1][CH2:2][CH2:3][N:4]1[C:12]2[C:7](=[CH:8][C:9]([O:13][CH3:14])=[CH:10][CH:11]=2)[CH:6]=[C:5]1[CH2:15][OH:16], predict the reactants needed to synthesize it. (2) Given the product [N:28]([CH2:22][CH2:23][CH2:24][CH2:25][CH2:26][CH2:27][CH2:34][N:11]1[CH:12]=[CH:13][CH:14]=[C:9]([O:8][CH2:1][C:2]2[CH:3]=[CH:4][CH:5]=[CH:6][CH:7]=2)[C:10]1=[O:15])=[N+:29]=[N-:30], predict the reactants needed to synthesize it. The reactants are: [CH2:1]([O:8][C:9]1[C:10](=[O:15])[NH:11][CH:12]=[CH:13][CH:14]=1)[C:2]1[CH:7]=[CH:6][CH:5]=[CH:4][CH:3]=1.CS(OC[CH:22]([N:28]=[N+:29]=[N-:30])[CH2:23][CH2:24][CH2:25][CH2:26][CH3:27])(=O)=O.N([CH2:34]CN1C=CC=C(OC)C1=O)=[N+]=[N-]. (3) Given the product [C:1]([C:3]1[CH:4]=[CH:5][C:6]([CH:9]2[C:18]3[C:17](=[O:19])[CH2:16][CH2:15][CH2:14][C:13]=3[N:12]([C:20]3[CH:25]=[CH:24][CH:23]=[C:22]([C:26]([F:29])([F:28])[F:27])[CH:21]=3)[C:11](=[O:30])[N:10]2[C:31]([NH:33][CH:34]2[CH2:35][CH2:36][S:37](=[O:42])[CH2:38][CH2:39]2)=[O:32])=[CH:7][CH:8]=1)#[N:2], predict the reactants needed to synthesize it. The reactants are: [C:1]([C:3]1[CH:8]=[CH:7][C:6]([CH:9]2[C:18]3[C:17](=[O:19])[CH2:16][CH2:15][CH2:14][C:13]=3[N:12]([C:20]3[CH:25]=[CH:24][CH:23]=[C:22]([C:26]([F:29])([F:28])[F:27])[CH:21]=3)[C:11](=[O:30])[N:10]2[C:31]([NH:33][CH:34]2[CH2:39][CH2:38][S:37][CH2:36][CH2:35]2)=[O:32])=[CH:5][CH:4]=1)#[N:2].OO.[O:42]=C1O[C@H]([C@H](CO)O)C([O-])=C1O.[Na+].O. (4) Given the product [NH2:20][C:16]1[CH:15]=[C:14]([C:13]#[C:12][CH2:11][NH:10][C:8](=[O:9])[C:7]([F:6])([F:23])[F:24])[CH:19]=[CH:18][CH:17]=1, predict the reactants needed to synthesize it. The reactants are: O.O.[Sn](Cl)Cl.[F:6][C:7]([F:24])([F:23])[C:8]([NH:10][CH2:11][C:12]#[C:13][C:14]1[CH:19]=[CH:18][CH:17]=[C:16]([N+:20]([O-])=O)[CH:15]=1)=[O:9].